Dataset: Catalyst prediction with 721,799 reactions and 888 catalyst types from USPTO. Task: Predict which catalyst facilitates the given reaction. (1) Reactant: CI.[C:3]1([S:13]([C:16]2[C:24]3[C:19](=[CH:20][CH:21]=[C:22]([O:25][CH2:26][CH2:27][O:28][S:29]([C:32]4[CH:37]=[CH:36][C:35]([CH3:38])=[CH:34][CH:33]=4)(=[O:31])=[O:30])[CH:23]=3)[NH:18][N:17]=2)(=[O:15])=[O:14])[C:12]2[C:7](=[CH:8][CH:9]=[CH:10][CH:11]=2)[CH:6]=[CH:5][CH:4]=1.[C:39](=O)([O-])[O-].[Cs+].[Cs+]. Product: [CH3:39][N:18]1[C:19]2[C:24](=[CH:23][C:22]([O:25][CH2:26][CH2:27][O:28][S:29]([C:32]3[CH:33]=[CH:34][C:35]([CH3:38])=[CH:36][CH:37]=3)(=[O:30])=[O:31])=[CH:21][CH:20]=2)[C:16]([S:13]([C:3]2[C:12]3[C:7](=[CH:8][CH:9]=[CH:10][CH:11]=3)[CH:6]=[CH:5][CH:4]=2)(=[O:14])=[O:15])=[N:17]1. The catalyst class is: 21. (2) Reactant: [N:1]1[NH:2][N:3]=[N:4][C:5]=1[NH2:6].Cl[CH2:8][C:9]1[C:10]([CH3:15])=[N:11][O:12][C:13]=1[CH3:14].C(=O)([O-])[O-].[K+].[K+]. Product: [CH3:15][C:10]1[C:9]([CH2:8][N:2]2[N:3]=[N:4][C:5]([NH2:6])=[N:1]2)=[C:13]([CH3:14])[O:12][N:11]=1. The catalyst class is: 174. (3) Product: [NH2:24][C:25]1[N:30]=[CH:29][N:28]=[C:27]2[N:31]([C:47]3[CH:48]=[CH:49][C:50]([CH:51]=[O:52])=[CH:53][CH:54]=3)[N:32]=[C:33]([C:34]3[CH:35]=[CH:36][C:37]([O:40][C:41]4[CH:46]=[CH:45][CH:44]=[CH:43][CH:42]=4)=[CH:38][CH:39]=3)[C:26]=12. Reactant: O(C1C=CC(C2C3C(=NC=NC=3N)NN=2)=CC=1)C1C=CC=CC=1.[NH2:24][C:25]1[N:30]=[CH:29][N:28]=[C:27]2[N:31]([C:47]3[CH:54]=[CH:53][C:50]([CH:51]=[O:52])=[CH:49][CH:48]=3)[N:32]=[C:33]([C:34]3[CH:39]=[CH:38][C:37]([O:40][C:41]4[CH:46]=[CH:45][CH:44]=[CH:43][CH:42]=4)=[CH:36][CH:35]=3)[C:26]=12.FC1C=CC(C=O)=CC=1.C(=O)([O-])[O-].[Cs+].[Cs+]. The catalyst class is: 3. (4) Reactant: [F:1][C:2]([F:56])([F:55])[C:3]1[CH:8]=[CH:7][C:6]([C:9]2[N:13](COCC[Si](C)(C)C)[C:12]([N:22]3[CH2:27][CH2:26][N:25]([C:28]4[C:33]([C:34]([F:37])([F:36])[F:35])=[CH:32][CH:31]=[CH:30][N:29]=4)[CH2:24][CH2:23]3)=[N:11][C:10]=2[C:38]([NH:40][CH2:41][CH:42]2[CH2:47][CH2:46][CH2:45][CH2:44][N:43]2C(OC(C)(C)C)=O)=[O:39])=[CH:5][CH:4]=1. Product: [NH:43]1[CH2:44][CH2:45][CH2:46][CH2:47][CH:42]1[CH2:41][NH:40][C:38]([C:10]1[N:11]=[C:12]([N:22]2[CH2:27][CH2:26][N:25]([C:28]3[C:33]([C:34]([F:37])([F:35])[F:36])=[CH:32][CH:31]=[CH:30][N:29]=3)[CH2:24][CH2:23]2)[NH:13][C:9]=1[C:6]1[CH:7]=[CH:8][C:3]([C:2]([F:56])([F:1])[F:55])=[CH:4][CH:5]=1)=[O:39]. The catalyst class is: 137. (5) Reactant: [Cl:1][C:2]1[N:7]=[CH:6][C:5]([CH2:8][C:9]([O:11]CC)=[O:10])=[CH:4][C:3]=1[F:14]. Product: [Cl:1][C:2]1[N:7]=[CH:6][C:5]([CH2:8][C:9]([OH:11])=[O:10])=[CH:4][C:3]=1[F:14]. The catalyst class is: 33.